This data is from Forward reaction prediction with 1.9M reactions from USPTO patents (1976-2016). The task is: Predict the product of the given reaction. The product is: [Cl:32][C:33]1[CH:47]=[CH:46][CH:45]=[CH:44][C:34]=1[O:35][C:36]1[CH:37]=[C:38]([CH2:39][NH:40][C:4](=[O:6])[C:3]2[CH:7]=[CH:8][CH:9]=[N:10][C:2]=2[NH2:1])[CH:41]=[CH:42][CH:43]=1. Given the reactants [NH2:1][C:2]1[N:10]=[CH:9][CH:8]=[CH:7][C:3]=1[C:4]([OH:6])=O.ON1C2C=CC=CC=2N=N1.CCN=C=NCCCN(C)C.[Cl:32][C:33]1[CH:47]=[CH:46][CH:45]=[CH:44][C:34]=1[O:35][C:36]1[CH:37]=[C:38]([CH:41]=[CH:42][CH:43]=1)[CH2:39][NH2:40].C(=O)(O)[O-].[Na+], predict the reaction product.